From a dataset of Full USPTO retrosynthesis dataset with 1.9M reactions from patents (1976-2016). Predict the reactants needed to synthesize the given product. (1) The reactants are: C[N:2]([CH2:10][C:11]1[CH:15]=[C:14]([C:16]2[CH:21]=[CH:20][CH:19]=[CH:18][CH:17]=2)[NH:13][CH:12]=1)[C:3](=O)OC(C)(C)C.[H-].[Na+].[C:24]([C:26]1[CH:27]=[C:28]([S:32]([Cl:35])(=[O:34])=[O:33])[CH:29]=[CH:30][CH:31]=1)#[N:25]. Given the product [ClH:35].[CH3:3][NH:2][CH2:10][C:11]1[CH:15]=[C:14]([C:16]2[CH:17]=[CH:18][CH:19]=[CH:20][CH:21]=2)[N:13]([S:32]([C:28]2[CH:27]=[C:26]([CH:31]=[CH:30][CH:29]=2)[C:24]#[N:25])(=[O:34])=[O:33])[CH:12]=1, predict the reactants needed to synthesize it. (2) Given the product [NH2:19][C:14]1[N:13]=[C:12]([N:11]2[C:10]3[CH:20]=[CH:21][CH:22]=[CH:23][C:9]=3[N:8]=[C:7]2[O:6][C:5]2[CH:4]=[C:3]([OH:2])[CH:26]=[CH:25][CH:24]=2)[CH:17]=[C:16]([CH3:18])[N:15]=1, predict the reactants needed to synthesize it. The reactants are: C[O:2][C:3]1[CH:4]=[C:5]([CH:24]=[CH:25][CH:26]=1)[O:6][C:7]1[N:11]([C:12]2[CH:17]=[C:16]([CH3:18])[N:15]=[C:14]([NH2:19])[N:13]=2)[C:10]2[CH:20]=[CH:21][CH:22]=[CH:23][C:9]=2[N:8]=1.B(Br)(Br)Br. (3) Given the product [OH:1][C@@H:2]1[CH2:3][CH2:4][C@H:5]([O:8][C:9]2[C:14]([NH:15][C:16]3[C:17]4[C:24]([CH3:25])=[C:23]([C:26]([NH2:29])=[O:27])[S:22][C:18]=4[N:19]=[CH:20][N:21]=3)=[CH:13][CH:12]=[CH:11][N:10]=2)[CH2:6][CH2:7]1, predict the reactants needed to synthesize it. The reactants are: [OH:1][CH:2]1[CH2:7][CH2:6][CH:5]([O:8][C:9]2[C:14]([NH:15][C:16]3[C:17]4[C:24]([CH3:25])=[C:23]([C:26](O)=[O:27])[S:22][C:18]=4[N:19]=[CH:20][N:21]=3)=[CH:13][CH:12]=[CH:11][N:10]=2)[CH2:4][CH2:3]1.[NH3:29]. (4) Given the product [F:26][C@H:27]1[C@@H:32]([O:33][C:34]2[CH:41]=[CH:40][C:39]([C:2]3[N:3]=[C:4]([NH:8][C:9]4[CH:14]=[CH:13][C:12]([N:15]5[CH2:20][CH2:19][N:18]([CH:21]6[CH2:24][O:23][CH2:22]6)[CH2:17][CH2:16]5)=[C:11]([CH3:25])[CH:10]=4)[N:5]=[CH:6][N:7]=3)=[CH:38][C:35]=2[C:36]#[N:37])[CH2:31][CH2:30][N:29]([C:51](=[O:55])[C@@H:52]([OH:54])[CH3:53])[CH2:28]1, predict the reactants needed to synthesize it. The reactants are: Cl[C:2]1[N:7]=[CH:6][N:5]=[C:4]([NH:8][C:9]2[CH:14]=[CH:13][C:12]([N:15]3[CH2:20][CH2:19][N:18]([CH:21]4[CH2:24][O:23][CH2:22]4)[CH2:17][CH2:16]3)=[C:11]([CH3:25])[CH:10]=2)[N:3]=1.[F:26][C@H:27]1[C@@H:32]([O:33][C:34]2[CH:41]=[CH:40][C:39](B3OC(C)(C)C(C)(C)O3)=[CH:38][C:35]=2[C:36]#[N:37])[CH2:31][CH2:30][N:29]([C:51](=[O:55])[C@@H:52]([OH:54])[CH3:53])[CH2:28]1.C(=O)([O-])[O-].[Na+].[Na+]. (5) Given the product [C:1]([O:5][C:6](=[O:26])[NH:7][C:8]1[CH:13]=[CH:12][C:11]([C:14]#[C:15][C:16]2[CH:21]=[CH:20][CH:19]=[CH:18][C:17]=2[Cl:22])=[CH:10][C:9]=1[NH2:23])([CH3:4])([CH3:2])[CH3:3], predict the reactants needed to synthesize it. The reactants are: [C:1]([O:5][C:6](=[O:26])[NH:7][C:8]1[CH:13]=[CH:12][C:11]([C:14]#[C:15][C:16]2[CH:21]=[CH:20][CH:19]=[CH:18][C:17]=2[Cl:22])=[CH:10][C:9]=1[N+:23]([O-])=O)([CH3:4])([CH3:3])[CH3:2].O.O.Cl[Sn]Cl.